This data is from Reaction yield outcomes from USPTO patents with 853,638 reactions. The task is: Predict the reaction yield, written as a fraction of the theoretical maximum amount of product (1.0 means a 100% yield; for example, 0.34 means a 34% yield). (1) The reactants are [Cl:1][C:2]1[N:6]2[CH:7]=[C:8]([CH:15]3[CH2:19][CH2:18][CH2:17][CH2:16]3)[CH:9]=[C:10]([C:11]([F:14])([F:13])[F:12])[C:5]2=[N:4][C:3]=1[C:20]([O:22]C)=[O:21].O.[OH-].[Na+].Cl. The catalyst is O1CCCC1. The product is [Cl:1][C:2]1[N:6]2[CH:7]=[C:8]([CH:15]3[CH2:19][CH2:18][CH2:17][CH2:16]3)[CH:9]=[C:10]([C:11]([F:13])([F:12])[F:14])[C:5]2=[N:4][C:3]=1[C:20]([OH:22])=[O:21]. The yield is 0.920. (2) The reactants are [Cl-].O[NH3+:3].[C:4](=[O:7])([O-])[OH:5].[Na+].CS(C)=O.[CH2:13]([C:17]1[N:18]=[C:19]([CH3:48])[N:20]([C:39]2[CH:44]=[CH:43][C:42]([O:45][CH3:46])=[C:41]([CH3:47])[CH:40]=2)[C:21](=[O:38])[C:22]=1[CH2:23][C:24]1[CH:29]=[CH:28][C:27]([C:30]2[C:31]([C:36]#[N:37])=[CH:32][CH:33]=[CH:34][CH:35]=2)=[CH:26][CH:25]=1)[CH2:14][CH2:15][CH3:16]. The catalyst is O.C(OCC)(=O)C. The product is [CH2:13]([C:17]1[N:18]=[C:19]([CH3:48])[N:20]([C:39]2[CH:44]=[CH:43][C:42]([O:45][CH3:46])=[C:41]([CH3:47])[CH:40]=2)[C:21](=[O:38])[C:22]=1[CH2:23][C:24]1[CH:25]=[CH:26][C:27]([C:30]2[CH:35]=[CH:34][CH:33]=[CH:32][C:31]=2[C:36]2[NH:3][C:4](=[O:7])[O:5][N:37]=2)=[CH:28][CH:29]=1)[CH2:14][CH2:15][CH3:16]. The yield is 0.650. (3) The reactants are Br[C:2]1[CH:9]=[CH:8][C:5]([CH:6]=[O:7])=[CH:4][CH:3]=1.[CH:10]#[C:11][CH2:12][CH2:13][CH2:14][CH2:15][CH2:16][CH2:17][CH2:18][CH3:19].CCN(CC)CC. The catalyst is C1COCC1.[Cu]I.CC([O-])=O.CC([O-])=O.[Pd+2].C1C=CC(P(C2C=CC=CC=2)C2C=CC=CC=2)=CC=1. The product is [C:10]([C:2]1[CH:9]=[CH:8][C:5]([CH:6]=[O:7])=[CH:4][CH:3]=1)#[C:11][CH2:12][CH2:13][CH2:14][CH2:15][CH2:16][CH2:17][CH2:18][CH3:19]. The yield is 0.880.